Dataset: Merck oncology drug combination screen with 23,052 pairs across 39 cell lines. Task: Regression. Given two drug SMILES strings and cell line genomic features, predict the synergy score measuring deviation from expected non-interaction effect. (1) Drug 1: O=c1[nH]cc(F)c(=O)[nH]1. Drug 2: COC1CC2CCC(C)C(O)(O2)C(=O)C(=O)N2CCCCC2C(=O)OC(C(C)CC2CCC(OP(C)(C)=O)C(OC)C2)CC(=O)C(C)C=C(C)C(O)C(OC)C(=O)C(C)CC(C)C=CC=CC=C1C. Cell line: SKOV3. Synergy scores: synergy=28.7. (2) Drug 1: Cn1c(=O)n(-c2ccc(C(C)(C)C#N)cc2)c2c3cc(-c4cnc5ccccc5c4)ccc3ncc21. Drug 2: CCc1cnn2c(NCc3ccc[n+]([O-])c3)cc(N3CCCCC3CCO)nc12. Cell line: KPL1. Synergy scores: synergy=11.7.